This data is from Full USPTO retrosynthesis dataset with 1.9M reactions from patents (1976-2016). The task is: Predict the reactants needed to synthesize the given product. (1) Given the product [CH2:16]([C:23]1[CH:28]=[CH:27][CH:26]=[CH:25][C:24]=1[O:29][C:2]1[C:11]2[C:6](=[CH:7][C:8]([O:14][CH3:15])=[C:9]([O:12][CH3:13])[CH:10]=2)[N:5]=[CH:4][CH:3]=1)[C:17]1[CH:18]=[CH:19][CH:20]=[CH:21][CH:22]=1, predict the reactants needed to synthesize it. The reactants are: Cl[C:2]1[C:11]2[C:6](=[CH:7][C:8]([O:14][CH3:15])=[C:9]([O:12][CH3:13])[CH:10]=2)[N:5]=[CH:4][CH:3]=1.[CH2:16]([C:23]1[CH:28]=[CH:27][CH:26]=[CH:25][C:24]=1[OH:29])[C:17]1[CH:22]=[CH:21][CH:20]=[CH:19][CH:18]=1.O. (2) Given the product [NH2:11][C:7]1[CH:6]=[C:5]([CH:10]=[CH:9][CH:8]=1)[CH2:4][S:2](=[N:14][C:15](=[O:19])[O:16][CH2:17][CH3:18])([CH3:1])=[O:3], predict the reactants needed to synthesize it. The reactants are: [CH3:1][S:2](=[N:14][C:15](=[O:19])[O:16][CH2:17][CH3:18])([CH2:4][C:5]1[CH:10]=[CH:9][CH:8]=[C:7]([N+:11]([O-])=O)[CH:6]=1)=[O:3].[OH-].[Na+].[Cl-].[Na+]. (3) Given the product [F:46][C:38]1[C:39]([CH2:43][CH2:44][OH:45])=[CH:40][CH:41]=[CH:42][C:37]=1[CH2:36][N:33]1[CH2:34][CH2:35][C:30]2([O:25][CH2:26][CH2:27][N:28]([C:57]([C:55]3[N:56]=[C:52]([CH:49]([CH2:50][CH3:51])[CH2:48][CH3:47])[S:53][CH:54]=3)=[O:58])[CH2:29]2)[CH2:31][CH2:32]1, predict the reactants needed to synthesize it. The reactants are: CN(C(ON1N=NC2C=CC=NC1=2)=[N+](C)C)C.F[P-](F)(F)(F)(F)F.[O:25]1[C:30]2([CH2:35][CH2:34][N:33]([CH2:36][C:37]3[C:38]([F:46])=[C:39]([CH2:43][CH2:44][OH:45])[CH:40]=[CH:41][CH:42]=3)[CH2:32][CH2:31]2)[CH2:29][NH:28][CH2:27][CH2:26]1.[CH3:47][CH2:48][CH:49]([C:52]1[S:53][CH:54]=[C:55]([C:57](O)=[O:58])[N:56]=1)[CH2:50][CH3:51].C(N(CC)CC)C. (4) Given the product [CH2:27]([O:1][C:2]1[CH:7]=[C:6]([O:8][C:9]2[CH:14]=[CH:13][C:12]([C:15]([F:18])([F:16])[F:17])=[CH:11][N:10]=2)[CH:5]=[CH:4][C:3]=1[CH2:19][CH2:20][C:21]([O:23][CH2:24][CH3:25])=[O:22])[CH:28]([CH3:30])[CH3:29], predict the reactants needed to synthesize it. The reactants are: [OH:1][C:2]1[CH:7]=[C:6]([O:8][C:9]2[CH:14]=[CH:13][C:12]([C:15]([F:18])([F:17])[F:16])=[CH:11][N:10]=2)[CH:5]=[CH:4][C:3]=1[CH2:19][CH2:20][C:21]([O:23][CH2:24][CH3:25])=[O:22].I[CH2:27][CH:28]([CH3:30])[CH3:29].C(=O)([O-])[O-].[K+].[K+].O. (5) Given the product [CH2:1]([O:3][C:4](=[O:32])[CH2:5][O:6][C:7]1[CH:12]=[C:11]([CH:13]([CH3:15])[CH3:14])[CH:10]=[CH:9][C:8]=1[CH2:16][CH2:17][N:18]([S:19]([C:22]1[CH:27]=[C:26]([C:28]#[N:29])[CH:25]=[CH:24][C:23]=1[O:30][CH3:31])(=[O:20])=[O:21])[CH2:35][C:36]1[N:37]=[C:38]([CH3:41])[S:39][CH:40]=1)[CH3:2], predict the reactants needed to synthesize it. The reactants are: [CH2:1]([O:3][C:4](=[O:32])[CH2:5][O:6][C:7]1[CH:12]=[C:11]([CH:13]([CH3:15])[CH3:14])[CH:10]=[CH:9][C:8]=1[CH2:16][CH2:17][NH:18][S:19]([C:22]1[CH:27]=[C:26]([C:28]#[N:29])[CH:25]=[CH:24][C:23]=1[O:30][CH3:31])(=[O:21])=[O:20])[CH3:2].Cl.Cl[CH2:35][C:36]1[N:37]=[C:38]([CH3:41])[S:39][CH:40]=1.C(=O)([O-])[O-].[K+].[K+].C(=O)(O)[O-].[Na+]. (6) The reactants are: [Cl:1][C:2]1[C:3]([N:8]2[C:12]([C:13]([O:15]CC)=[O:14])=[CH:11][C:10]([O:18][CH2:19][C:20]([F:23])([F:22])[F:21])=[N:9]2)=[N:4][CH:5]=[CH:6][CH:7]=1.O.[OH-].[Na+]. Given the product [Cl:1][C:2]1[C:3]([N:8]2[C:12]([C:13]([OH:15])=[O:14])=[CH:11][C:10]([O:18][CH2:19][C:20]([F:23])([F:21])[F:22])=[N:9]2)=[N:4][CH:5]=[CH:6][CH:7]=1, predict the reactants needed to synthesize it. (7) Given the product [CH3:1][O:2][C:3]1[CH:4]=[C:5]([S:9]([CH2:10][C:11]([OH:28])([CH3:27])[C:12]([NH:14][C:15]2[CH:20]=[CH:19][C:18]([C:21]#[N:22])=[C:17]([C:23]([F:24])([F:25])[F:26])[CH:16]=2)=[O:13])(=[O:35])=[O:32])[CH:6]=[CH:7][CH:8]=1, predict the reactants needed to synthesize it. The reactants are: [CH3:1][O:2][C:3]1[CH:4]=[C:5]([S:9][CH2:10][C:11]([OH:28])([CH3:27])[C:12]([NH:14][C:15]2[CH:20]=[CH:19][C:18]([C:21]#[N:22])=[C:17]([C:23]([F:26])([F:25])[F:24])[CH:16]=2)=[O:13])[CH:6]=[CH:7][CH:8]=1.OO.[H-].[OH2:32].[Cl-].[Na+].[OH2:35].